Dataset: Reaction yield outcomes from USPTO patents with 853,638 reactions. Task: Predict the reaction yield, written as a fraction of the theoretical maximum amount of product (1.0 means a 100% yield; for example, 0.34 means a 34% yield). (1) The reactants are [NH:1]1[C:9]2[C:4](=[C:5]([CH2:10][NH:11][C:12]([C:14]3[S:18][C:17]([C:19]([NH:21][C@@H:22]([CH2:26][NH:27][C:28]([C:30]4[S:31][CH:32]=[CH:33][CH:34]=4)=[O:29])[C:23]([OH:25])=[O:24])=[O:20])=[C:16]([CH3:35])[CH:15]=3)=[O:13])[CH:6]=[CH:7][CH:8]=2)[CH:3]=[N:2]1.I[CH2:37][CH:38]([CH3:40])[CH3:39].C(N(CC)CC)C.CCOC(C)=O. The catalyst is CN(C=O)C. The product is [CH2:37]([O:24][C:23](=[O:25])[C@@H:22]([NH:21][C:19]([C:17]1[S:18][C:14]([C:12](=[O:13])[NH:11][CH2:10][C:5]2[CH:6]=[CH:7][CH:8]=[C:9]3[C:4]=2[CH:3]=[N:2][NH:1]3)=[CH:15][C:16]=1[CH3:35])=[O:20])[CH2:26][NH:27][C:28]([C:30]1[S:31][CH:32]=[CH:33][CH:34]=1)=[O:29])[CH:38]([CH3:40])[CH3:39]. The yield is 0.650. (2) The reactants are [Cl:1][C:2]1[CH:3]=[N:4][N:5]([CH3:36])[C:6]=1[C:7]1[CH:8]=[C:9]([C:13]([NH:15][C@H:16]([CH2:24][N:25]2C(=O)C3C(=CC=CC=3)C2=O)[CH2:17][CH:18]2[CH2:23][CH2:22][CH2:21][CH2:20][CH2:19]2)=[O:14])[S:10][C:11]=1[CH3:12].NN. The catalyst is O1CCCC1.CO. The product is [NH2:25][CH2:24][C@@H:16]([NH:15][C:13]([C:9]1[S:10][C:11]([CH3:12])=[C:7]([C:6]2[N:5]([CH3:36])[N:4]=[CH:3][C:2]=2[Cl:1])[CH:8]=1)=[O:14])[CH2:17][CH:18]1[CH2:19][CH2:20][CH2:21][CH2:22][CH2:23]1. The yield is 0.600. (3) The reactants are [Br:1]N1C(=O)CCC1=O.[CH2:9]([O:11][C:12]([C:14]1[N:15]=[CH:16][S:17][C:18]=1[NH2:19])=[O:13])[CH3:10]. The catalyst is C(#N)C.CCOC(C)=O. The product is [NH2:19][C:18]1[S:17][C:16]([Br:1])=[N:15][C:14]=1[C:12]([O:11][CH2:9][CH3:10])=[O:13]. The yield is 0.580. (4) The reactants are [H-].[Na+].[Cl:3][C:4]1[N:9]=[CH:8][C:7]([S:10]([N:13]2[CH2:18][CH2:17][N:16]([CH2:19][CH2:20][N:21]([CH2:25][CH2:26][CH3:27])[CH2:22][CH2:23][CH3:24])[CH2:15][CH2:14]2)(=[O:12])=[O:11])=[CH:6][CH:5]=1.[O:28]=[C:29]1[CH2:37][C:36]2[C:31](=[CH:32][C:33]([C:38]#[N:39])=[CH:34][CH:35]=2)[NH:30]1.C(=O)([O-])O.[Na+]. The catalyst is CN1CCCC1=O. The product is [ClH:3].[CH2:22]([N:21]([CH2:25][CH2:26][CH3:27])[CH2:20][CH2:19][N:16]1[CH2:17][CH2:18][N:13]([S:10]([C:7]2[CH:6]=[CH:5][C:4]([C:37]3[C:36]4[C:31](=[CH:32][C:33]([C:38]#[N:39])=[CH:34][CH:35]=4)[NH:30][C:29]=3[OH:28])=[N:9][CH:8]=2)(=[O:12])=[O:11])[CH2:14][CH2:15]1)[CH2:23][CH3:24]. The yield is 0.510. (5) The product is [CH3:21][C:18]1([CH3:20])[C:17]([CH3:22])([CH3:23])[O:16][B:15]([C:25]2[CH:26]=[C:27]([C:30](=[O:32])[CH3:31])[O:28][CH:29]=2)[O:19]1. The yield is 0.870. The catalyst is C1C=CC(P(C2C=CC=CC=2)[C-]2C=CC=C2)=CC=1.C1C=CC(P(C2C=CC=CC=2)[C-]2C=CC=C2)=CC=1.Cl[Pd]Cl.[Fe+2].CS(C)=O. The reactants are C([O-])(=O)C.[K+].[B:15]1([B:15]2[O:19][C:18]([CH3:21])([CH3:20])[C:17]([CH3:23])([CH3:22])[O:16]2)[O:19][C:18]([CH3:21])([CH3:20])[C:17]([CH3:23])([CH3:22])[O:16]1.Br[C:25]1[CH:26]=[C:27]([C:30](=[O:32])[CH3:31])[O:28][CH:29]=1. (6) The reactants are [F:1][CH:2]([F:20])[O:3][C:4]1[CH:5]=[C:6]([N:10]2[CH:14]=[C:13]([C:15]([O:17]CC)=[O:16])[CH:12]=[N:11]2)[CH:7]=[CH:8][CH:9]=1.CO.O. The catalyst is C1COCC1.CCCCCCC.C(OCC)(=O)C. The product is [F:20][CH:2]([F:1])[O:3][C:4]1[CH:5]=[C:6]([N:10]2[CH:14]=[C:13]([C:15]([OH:17])=[O:16])[CH:12]=[N:11]2)[CH:7]=[CH:8][CH:9]=1. The yield is 0.780. (7) The reactants are [CH2:1]=[CH:2][C@@H:3]1[C@@H:8]2[CH2:9][C@H:10]([C@@H:11]([OH:22])[C:12]3[CH:13]=[CH:14][N:15]=[C:16]4[CH:21]=[CH:20][CH:19]=[CH:18][C:17]=34)[N:5]([CH2:6][CH2:7]2)[CH2:4]1.[Br:23][CH2:24][C:25]1[CH:30]=[CH:29][C:28]([C:31]([F:34])([F:33])[F:32])=[CH:27][C:26]=1[F:35]. The catalyst is C1(C)C=CC=CC=1. The product is [Br-:23].[F:35][C:26]1[CH:27]=[C:28]([C:31]([F:32])([F:33])[F:34])[CH:29]=[CH:30][C:25]=1[CH2:24][N@@+:5]12[CH2:4][C@H:3]([CH:2]=[CH2:1])[C@@H:8]([CH2:7][CH2:6]1)[CH2:9][CH:10]2[C@@H:11]([OH:22])[C:12]1[C:17]2[C:16](=[CH:21][CH:20]=[CH:19][CH:18]=2)[N:15]=[CH:14][CH:13]=1. The yield is 0.930. (8) The reactants are [F:1][C:2]1[CH:7]=[CH:6][C:5](B(O)O)=[CH:4][CH:3]=1.[N+:11]([C:14]1[CH:15]=[N:16][NH:17][CH:18]=1)([O-:13])=[O:12].N1C=CC=CC=1. The catalyst is C(Cl)Cl.C([O-])(=O)C.[Cu+2].C([O-])(=O)C. The product is [F:1][C:2]1[CH:7]=[CH:6][C:5]([N:16]2[CH:15]=[C:14]([N+:11]([O-:13])=[O:12])[CH:18]=[N:17]2)=[CH:4][CH:3]=1. The yield is 0.220. (9) The reactants are [C:1]([C:5]1[CH:26]=[CH:25][C:8]([CH2:9][N:10]([CH2:22][CH2:23][OH:24])[C:11]([C:13]2[CH:14]=[CH:15][CH:16]=[C:17]3[C:21]=2[NH:20][CH:19]=[CH:18]3)=[O:12])=[CH:7][CH:6]=1)([CH3:4])([CH3:3])[CH3:2].[F:27][C:28]1[CH:29]=[C:30](O)[CH:31]=[CH:32][CH:33]=1.C1(P(C2C=CC=CC=2)C2C=CC=CC=2)C=CC=CC=1.C(OC(N=NC(OCC)=O)=O)C. The catalyst is C1COCC1. The product is [C:1]([C:5]1[CH:6]=[CH:7][C:8]([CH2:9][N:10]([CH2:22][CH2:23][O:24][C:32]2[CH:31]=[CH:30][CH:29]=[C:28]([F:27])[CH:33]=2)[C:11]([C:13]2[CH:14]=[CH:15][CH:16]=[C:17]3[C:21]=2[NH:20][CH:19]=[CH:18]3)=[O:12])=[CH:25][CH:26]=1)([CH3:4])([CH3:2])[CH3:3]. The yield is 0.400. (10) The reactants are O[CH2:2][C:3]1[CH:8]=[CH:7][C:6]([O:9][C:10](=[O:19])[N:11]([CH3:18])[C:12]2[CH:17]=[CH:16][CH:15]=[CH:14][CH:13]=2)=[CH:5][CH:4]=1.[OH:20][C:21]1[CH:26]=[CH:25][N:24]=[CH:23][CH:22]=1. No catalyst specified. The product is [O:20]=[C:21]1[CH:26]=[CH:25][N:24]([CH2:2][C:3]2[CH:8]=[CH:7][C:6]([O:9][C:10](=[O:19])[N:11]([CH3:18])[C:12]3[CH:17]=[CH:16][CH:15]=[CH:14][CH:13]=3)=[CH:5][CH:4]=2)[CH:23]=[CH:22]1. The yield is 0.330.